Dataset: Full USPTO retrosynthesis dataset with 1.9M reactions from patents (1976-2016). Task: Predict the reactants needed to synthesize the given product. (1) Given the product [Cl:1][C:2]1[CH:3]=[C:4]([NH:10][C:11]2[N:19]=[CH:18][CH:17]=[CH:16][C:12]=2[C:13]([NH:21][C:22]([CH3:27])([CH2:25][CH3:26])[C:23]#[CH:24])=[O:15])[CH:5]=[C:6]([O:8][CH3:9])[CH:7]=1, predict the reactants needed to synthesize it. The reactants are: [Cl:1][C:2]1[CH:3]=[C:4]([NH:10][C:11]2[N:19]=[CH:18][CH:17]=[CH:16][C:12]=2[C:13]([OH:15])=O)[CH:5]=[C:6]([O:8][CH3:9])[CH:7]=1.Cl.[NH2:21][C:22]([CH3:27])([CH2:25][CH3:26])[C:23]#[CH:24].C1C=CC2N(O)N=NC=2C=1.CCN=C=NCCCN(C)C.CCN(C(C)C)C(C)C. (2) Given the product [CH3:18][O:19][C:20]1[CH:25]=[CH:24][C:23]([C:2]23[CH2:11][CH:6]4[CH2:7][CH:8]([CH2:10][CH:4]([CH2:5]4)[CH2:3]2)[CH2:9]3)=[CH:22][C:21]=1[CH3:26], predict the reactants needed to synthesize it. The reactants are: Br[C:2]12[CH2:11][CH:6]3[CH2:7][CH:8]([CH2:10][CH:4]([CH2:5]3)[CH2:3]1)[CH2:9]2.C(=O)([O-])[O-].[K+].[K+].[CH3:18][O:19][C:20]1[CH:25]=[CH:24][CH:23]=[CH:22][C:21]=1[CH3:26].